From a dataset of Full USPTO retrosynthesis dataset with 1.9M reactions from patents (1976-2016). Predict the reactants needed to synthesize the given product. (1) Given the product [F:17][C:18]1[CH:27]=[C:26]([I:28])[CH:25]=[CH:24][C:19]=1[NH:20][C:21]1[N:22]([CH3:23])[C:10](=[O:12])[C:9]2[CH:8]=[CH:7][S:6][C:5]=2[C:4]=1[C:3]([O:2][CH3:1])=[O:14], predict the reactants needed to synthesize it. The reactants are: [CH3:1][O:2][C:3](=[O:14])[CH2:4][C:5]1[S:6][CH:7]=[CH:8][C:9]=1[C:10]([O:12]C)=O.[H-].[Na+].[F:17][C:18]1[CH:27]=[C:26]([I:28])[CH:25]=[CH:24][C:19]=1[N:20]=[C:21]=[N:22][CH3:23].[NH4+].[Cl-]. (2) The reactants are: [C:1]([O:5][C:6]([N:8]1[C@H:12]([CH2:13][OH:14])[CH2:11][S:10][CH2:9]1)=[O:7])([CH3:4])([CH3:3])[CH3:2].C(OC(N1CCC[C@H]1CO)=O)(C)(C)C. Given the product [CH:13]([C@H:12]1[CH2:11][S:10][CH2:9][N:8]1[C:6]([O:5][C:1]([CH3:4])([CH3:3])[CH3:2])=[O:7])=[O:14], predict the reactants needed to synthesize it. (3) Given the product [NH2:8][C:9]1[S:13][N:12]=[C:11](/[C:14](=[N:45]/[O:46][C:47]([C:50]([OH:52])=[O:51])([CH3:48])[CH3:49])/[C:15]([NH:17][C@@H:18]2[C:43](=[O:44])[N:20]3[C:21]([C:27]([O-:29])=[O:28])=[C:22]([CH2:25][N+:63]4[N:64]([CH3:65])[C:60]([NH2:59])=[C:61]([NH:66][C:67]([NH:69][CH2:70][CH2:71][NH2:72])=[O:68])[CH:62]=4)[CH2:23][S:24][C@H:19]23)=[O:16])[N:10]=1, predict the reactants needed to synthesize it. The reactants are: C(OC([NH:8][C:9]1[S:13][N:12]=[C:11](/[C:14](=[N:45]/[O:46][C:47]([C:50]([O:52]C(C)(C)C)=[O:51])([CH3:49])[CH3:48])/[C:15]([NH:17][C@@H:18]2[C:43](=[O:44])[N:20]3[C:21]([C:27]([O:29]C(C4C=CC=CC=4)C4C=CC=CC=4)=[O:28])=[C:22]([CH2:25]Cl)[CH2:23][S:24][C@H:19]23)=[O:16])[N:10]=1)=O)(C)(C)C.[I-].[Na+].[NH2:59][C:60]1[N:64]([CH3:65])[N:63]=[CH:62][C:61]=1[NH:66][C:67]([NH:69][CH2:70][CH2:71][NH:72]C(OC(C)(C)C)=O)=[O:68].C(OCC)(=O)C. (4) Given the product [NH:1]1[CH:5]=[CH:4][C:3]([NH:6][C:7]2[C:16]3[C:11](=[CH:12][CH:13]=[CH:14][CH:15]=3)[N:10]=[C:9]([C:17]([C:26]3[CH:27]=[CH:28][C:23]([F:22])=[CH:24][CH:25]=3)([C:26]3[CH:27]=[CH:28][C:23]([F:22])=[CH:24][CH:25]=3)[OH:19])[N:8]=2)=[N:2]1, predict the reactants needed to synthesize it. The reactants are: [NH:1]1[CH:5]=[CH:4][C:3]([NH:6][C:7]2[C:16]3[C:11](=[CH:12][CH:13]=[CH:14][CH:15]=3)[N:10]=[C:9]([C:17]([O:19]CC)=O)[N:8]=2)=[N:2]1.[F:22][C:23]1[CH:28]=[CH:27][C:26]([Mg]Br)=[CH:25][CH:24]=1. (5) Given the product [Br:1][C:2]1[CH:7]=[CH:6][C:5]([S:8]([N:11]([C:12]2[CH:17]=[CH:16][CH:15]=[C:14]([O:18][CH3:19])[CH:13]=2)[CH3:20])(=[O:9])=[O:10])=[CH:4][CH:3]=1, predict the reactants needed to synthesize it. The reactants are: [Br:1][C:2]1[CH:7]=[CH:6][C:5]([S:8]([NH:11][C:12]2[CH:17]=[CH:16][CH:15]=[C:14]([O:18][CH3:19])[CH:13]=2)(=[O:10])=[O:9])=[CH:4][CH:3]=1.[C:20]([O-])([O-])=O.[K+].[K+].CI. (6) Given the product [CH2:1]([O:8][NH:9][C@H:10]1[CH2:14][N:13]([C:21]([O:23][C:24]([CH3:27])([CH3:26])[CH3:25])=[O:22])[C@H:12]([C:15]([O:17][CH2:18][CH:19]=[CH2:20])=[O:16])[CH2:11]1)[C:2]1[CH:3]=[CH:4][CH:5]=[CH:6][CH:7]=1, predict the reactants needed to synthesize it. The reactants are: [CH2:1]([O:8][NH:9][C@H:10]1[CH2:14][NH:13][C@H:12]([C:15]([O:17][CH2:18][CH:19]=[CH2:20])=[O:16])[CH2:11]1)[C:2]1[CH:7]=[CH:6][CH:5]=[CH:4][CH:3]=1.[C:21](O[C:21]([O:23][C:24]([CH3:27])([CH3:26])[CH3:25])=[O:22])([O:23][C:24]([CH3:27])([CH3:26])[CH3:25])=[O:22].